From a dataset of Reaction yield outcomes from USPTO patents with 853,638 reactions. Predict the reaction yield, written as a fraction of the theoretical maximum amount of product (1.0 means a 100% yield; for example, 0.34 means a 34% yield). (1) The reactants are [N:1]1[CH:6]=[CH:5][CH:4]=[CH:3][C:2]=1[C:7]1[N:8]=[C:9]([NH:15][C:16]2[N:21]=[CH:20][CH:19]=[CH:18][N:17]=2)[S:10][C:11]=1[C:12]([OH:14])=O.[CH2:22]([NH2:29])[C:23]1[CH:28]=[CH:27][CH:26]=[CH:25][CH:24]=1.F[P-](F)(F)(F)(F)F.[PH4+].C(N(CC)CC)C. The catalyst is CN(C)C=O. The product is [CH2:22]([NH:29][C:12]([C:11]1[S:10][C:9]([NH:15][C:16]2[N:21]=[CH:20][CH:19]=[CH:18][N:17]=2)=[N:8][C:7]=1[C:2]1[CH:3]=[CH:4][CH:5]=[CH:6][N:1]=1)=[O:14])[C:23]1[CH:28]=[CH:27][CH:26]=[CH:25][CH:24]=1. The yield is 0.310. (2) The reactants are [NH2:1][C@@H:2]([CH2:33][C:34]1[CH:39]=[CH:38][CH:37]=[CH:36][CH:35]=1)[C@@H:3]([OH:32])[CH2:4][C@@H:5]([NH:19][C:20]([C@@H:22]([NH:27][C:28](=[O:31])[O:29][CH3:30])[C:23]([CH3:26])([CH3:25])[CH3:24])=[O:21])[CH2:6][C:7]1[CH:12]=[CH:11][C:10]([C:13]2[CH:18]=[CH:17][CH:16]=[CH:15][N:14]=2)=[CH:9][CH:8]=1.[C:40]([O:43][CH2:44][C:45]([CH3:59])([CH3:58])[C@@H:46]([C:55](O)=[O:56])[NH:47][C:48]([O:50][C:51]([CH3:54])([CH3:53])[CH3:52])=[O:49])(=[O:42])[CH3:41].CCOP(ON1N=NC2C=CC=CC=2C1=O)(OCC)=O.C(N(CC)C(C)C)(C)C. The catalyst is O1CCCC1. The product is [C:40]([O:43][CH2:44][C:45]([CH3:59])([CH3:58])[C@H:46]([NH:47][C:48]([O:50][C:51]([CH3:54])([CH3:53])[CH3:52])=[O:49])[C:55](=[O:56])[NH:1][C@@H:2]([CH2:33][C:34]1[CH:35]=[CH:36][CH:37]=[CH:38][CH:39]=1)[C@@H:3]([OH:32])[CH2:4][C@H:5]([CH2:6][C:7]1[CH:12]=[CH:11][C:10]([C:13]2[CH:18]=[CH:17][CH:16]=[CH:15][N:14]=2)=[CH:9][CH:8]=1)[NH:19][C:20](=[O:21])[C@H:22]([C:23]([CH3:26])([CH3:25])[CH3:24])[NH:27][C:28](=[O:31])[O:29][CH3:30])(=[O:42])[CH3:41]. The yield is 0.500. (3) The reactants are [Cl:1][CH2:2][CH2:3][O:4][C:5]1[CH:10]=[CH:9][C:8]([CH2:11][C:12]([NH2:14])=[O:13])=[CH:7][CH:6]=1.[N+:15]([O-])([OH:17])=[O:16]. The catalyst is C(O)(=O)C.O. The product is [N+:15]([C:9]1[CH:10]=[C:5]([O:4][CH2:3][CH2:2][Cl:1])[CH:6]=[CH:7][C:8]=1[CH2:11][C:12]([NH2:14])=[O:13])([O-:17])=[O:16]. The yield is 0.750.